Dataset: Forward reaction prediction with 1.9M reactions from USPTO patents (1976-2016). Task: Predict the product of the given reaction. (1) Given the reactants N1[N:2]=[C:3]([C:6]2C=CC=CC=2C(N2CC3CN(C(OC(C)(C)C)=O)CC3C2)=O)NC=1.[CH3:29][C:30]1[CH:35]=[C:34]([CH3:36])[N:33]=[C:32]([N:37]2[CH2:44][CH:43]3[CH:39]([CH2:40][NH:41][CH2:42]3)[CH2:38]2)[N:31]=1.CC(O)=O.C(OC(N1CC2C(CNC2)C1)=O)(C)(C)C.[CH3:64][C:65]1[N:70]=[C:69]([C:71]([O-:73])=O)[C:68]([N:74]2[N:78]=CC=N2)=[CH:67][CH:66]=1.[Na+].N1N=C(C2C=CC=CC=2C(O)=O)NC=1, predict the reaction product. The product is: [CH3:29][C:30]1[CH:35]=[C:34]([CH3:36])[N:33]=[C:32]([N:37]2[CH2:44][CH:43]3[CH:39]([CH2:40][N:41]([C:71]([C:69]4[C:68]([N:74]5[CH:6]=[CH:3][N:2]=[N:78]5)=[CH:67][CH:66]=[C:65]([CH3:64])[N:70]=4)=[O:73])[CH2:42]3)[CH2:38]2)[N:31]=1. (2) Given the reactants C(=O)([O-])[O-].[K+].[K+].O[C:8]1[CH:17]=[C:16]2[C:11]([CH2:12][CH2:13][C:14](=[O:18])[NH:15]2)=[CH:10][CH:9]=1.BrCCCCBr, predict the reaction product. The product is: [NH:15]1[C:16]2[C:11](=[CH:10][CH:9]=[CH:8][CH:17]=2)[CH:12]=[CH:13][C:14]1=[O:18]. (3) Given the reactants [F:1][C:2]1[CH:10]=[CH:9][C:5]([C:6]([OH:8])=[O:7])=[C:4]([OH:11])[CH:3]=1.[Br:12]N1C(=O)CCC1=O, predict the reaction product. The product is: [Br:12][C:10]1[C:2]([F:1])=[CH:3][C:4]([OH:11])=[C:5]([CH:9]=1)[C:6]([OH:8])=[O:7]. (4) Given the reactants [Br:1][C:2]1[CH:7]=[C:6](F)[CH:5]=[CH:4][C:3]=1[N+:9]([O-:11])=[O:10].[CH:12]12[NH:18][CH:15]([CH2:16][CH2:17]1)[CH2:14][CH2:13]2, predict the reaction product. The product is: [Br:1][C:2]1[CH:7]=[C:6]([N:18]2[CH:12]3[CH2:17][CH2:16][CH:15]2[CH2:14][CH2:13]3)[CH:5]=[CH:4][C:3]=1[N+:9]([O-:11])=[O:10]. (5) Given the reactants [S:1]1[C:5]2[CH:6]=[CH:7][CH:8]=[CH:9][C:4]=2[C:3]([NH:10][CH2:11][CH2:12][NH2:13])=[N:2]1.[Cl:14][C:15]1[CH:20]=[CH:19][N:18]=[C:17]([C:21](O)=[O:22])[CH:16]=1.Cl.CN(C)CCCN=C=NCC.C(N(CC)CC)C, predict the reaction product. The product is: [S:1]1[C:5]2[CH:6]=[CH:7][CH:8]=[CH:9][C:4]=2[C:3]([NH:10][CH2:11][CH2:12][NH:13][C:21](=[O:22])[C:17]2[CH:16]=[C:15]([Cl:14])[CH:20]=[CH:19][N:18]=2)=[N:2]1.